Dataset: Full USPTO retrosynthesis dataset with 1.9M reactions from patents (1976-2016). Task: Predict the reactants needed to synthesize the given product. (1) The reactants are: [CH2:1]([O:3][P:4]([CH2:9][CH2:10][N:11]([CH:19]1[CH2:24][CH2:23][N:22](CC2C=CC=CC=2)[CH2:21][CH2:20]1)[C:12]([O:14][C:15]([CH3:18])([CH3:17])[CH3:16])=[O:13])(=[O:8])[O:5][CH2:6][CH3:7])[CH3:2]. Given the product [CH2:1]([O:3][P:4]([CH2:9][CH2:10][N:11]([C:12]([O:14][C:15]([CH3:17])([CH3:16])[CH3:18])=[O:13])[CH:19]1[CH2:20][CH2:21][NH:22][CH2:23][CH2:24]1)(=[O:8])[O:5][CH2:6][CH3:7])[CH3:2], predict the reactants needed to synthesize it. (2) The reactants are: [F:1][C:2]1[CH:34]=[CH:33][C:5]([CH2:6][N:7]2[C:16](=[O:17])[C:15]([C:18]3[NH:23][C:22]4[CH:24]=[CH:25][C:26](I)=[CH:27][C:21]=4[S:20](=[O:30])(=[O:29])[N:19]=3)=[C:14]([OH:31])[C@H:13]3[C@@H:8]2[C@H:9]2[CH2:32][C@@H:12]3[CH2:11][CH2:10]2)=[CH:4][CH:3]=1.[Cu][C:36]#[N:37]. Given the product [F:1][C:2]1[CH:34]=[CH:33][C:5]([CH2:6][N:7]2[C:16](=[O:17])[C:15]([C:18]3[NH:23][C:22]4[CH:24]=[CH:25][C:26]([C:36]#[N:37])=[CH:27][C:21]=4[S:20](=[O:30])(=[O:29])[N:19]=3)=[C:14]([OH:31])[C@H:13]3[C@@H:8]2[C@H:9]2[CH2:32][C@@H:12]3[CH2:11][CH2:10]2)=[CH:4][CH:3]=1, predict the reactants needed to synthesize it. (3) Given the product [Cl:1][C:2]1[CH:3]=[C:4]2[C:8](=[C:9]([NH:11][CH:12]3[CH2:13][CH2:14][CH2:15][CH2:16]3)[CH:10]=1)[NH:7][C:6]([C:17]1[S:18][CH2:19][C@@H:20]([CH2:22][C:23]([N:27]([CH3:28])[CH3:26])=[O:24])[N:21]=1)=[CH:5]2, predict the reactants needed to synthesize it. The reactants are: [Cl:1][C:2]1[CH:3]=[C:4]2[C:8](=[C:9]([NH:11][CH:12]3[CH2:16][CH2:15][CH2:14][CH2:13]3)[CH:10]=1)[NH:7][C:6]([C:17]1[S:18][CH2:19][C@@H:20]([CH2:22][C:23](O)=[O:24])[N:21]=1)=[CH:5]2.[CH3:26][NH:27][CH3:28].